This data is from Forward reaction prediction with 1.9M reactions from USPTO patents (1976-2016). The task is: Predict the product of the given reaction. (1) Given the reactants [CH:1](=[N:8][NH:9][C:10]1[CH:19]=[CH:18][CH:17]=[CH:16][C:11]=1[C:12]([O:14][CH3:15])=[O:13])[C:2]1[CH:7]=[CH:6][CH:5]=[CH:4][CH:3]=1.Cl[CH:21]([C:27]([O-])=[O:28])[C:22]([O:24][CH2:25][CH3:26])=[O:23], predict the reaction product. The product is: [CH:1](=[N:8][N:9]([C:10]1[CH:19]=[CH:18][CH:17]=[CH:16][C:11]=1[C:12]([O:14][CH3:15])=[O:13])[C:27](=[O:28])[CH2:21][C:22]([O:24][CH2:25][CH3:26])=[O:23])[C:2]1[CH:3]=[CH:4][CH:5]=[CH:6][CH:7]=1. (2) Given the reactants Cl.[NH2:2][C:3]1[CH:8]=[CH:7][CH:6]=[C:5]([C:9]2[CH:14]=[CH:13][CH:12]=[C:11]([C:15]3[NH:19][N:18]=[N:17][N:16]=3)[CH:10]=2)[C:4]=1[OH:20].[N:21]([O-])=O.[Na+].[CH3:25][C:26]1[CH2:27][C:28](=[O:41])[N:29]([C:31]2[CH:40]=[CH:39][C:38]3[CH2:37][CH2:36][CH2:35][CH2:34][C:33]=3[CH:32]=2)[N:30]=1.C(=O)(O)[O-].[Na+], predict the reaction product. The product is: [OH:20][C:4]1[C:3]([NH:2][N:21]=[C:27]2[C:26]([CH3:25])=[N:30][N:29]([C:31]3[CH:40]=[CH:39][C:38]4[CH2:37][CH2:36][CH2:35][CH2:34][C:33]=4[CH:32]=3)[C:28]2=[O:41])=[CH:8][CH:7]=[CH:6][C:5]=1[C:9]1[CH:14]=[CH:13][CH:12]=[C:11]([C:15]2[NH:19][N:18]=[N:17][N:16]=2)[CH:10]=1.